Regression. Given a peptide amino acid sequence and an MHC pseudo amino acid sequence, predict their binding affinity value. This is MHC class I binding data. From a dataset of Peptide-MHC class I binding affinity with 185,985 pairs from IEDB/IMGT. (1) The peptide sequence is FQLYSDLAH. The MHC is HLA-B40:01 with pseudo-sequence HLA-B40:01. The binding affinity (normalized) is 0.0847. (2) The peptide sequence is HENKNATWCL. The MHC is HLA-B44:02 with pseudo-sequence HLA-B44:02. The binding affinity (normalized) is 0.222.